This data is from Reaction yield outcomes from USPTO patents with 853,638 reactions. The task is: Predict the reaction yield, written as a fraction of the theoretical maximum amount of product (1.0 means a 100% yield; for example, 0.34 means a 34% yield). (1) The reactants are C[O:2][C:3]([C:5]1[C:14]([F:15])=[C:13]2[C:8]([CH2:9][C:10]([CH3:29])([CH3:28])[CH:11]([C:16]3[CH:21]=[CH:20][CH:19]=[C:18]([N:22]4[CH2:27][CH2:26][O:25][CH2:24][CH2:23]4)[CH:17]=3)[NH:12]2)=[CH:7][CH:6]=1)=[O:4].[OH-].[Na+].Cl. The catalyst is CO.O1CCCC1.O. The product is [F:15][C:14]1[C:5]([C:3]([OH:4])=[O:2])=[CH:6][CH:7]=[C:8]2[C:13]=1[NH:12][CH:11]([C:16]1[CH:21]=[CH:20][CH:19]=[C:18]([N:22]3[CH2:27][CH2:26][O:25][CH2:24][CH2:23]3)[CH:17]=1)[C:10]([CH3:28])([CH3:29])[CH2:9]2. The yield is 0.900. (2) The reactants are [Cl:1][CH2:2][C:3]([CH3:6])([OH:5])[CH3:4].[Si:7](Cl)([CH2:12][CH3:13])([CH2:10][CH3:11])[CH2:8][CH3:9].CN1CCOCC1. The catalyst is C(Cl)Cl.O. The product is [Cl:1][CH2:2][C:3]([O:5][Si:7]([CH2:12][CH3:13])([CH2:10][CH3:11])[CH2:8][CH3:9])([CH3:6])[CH3:4]. The yield is 1.00. (3) The reactants are [H-].[Na+].[C:3](=[O:10])([O:7][CH2:8][CH3:9])OCC.[C:11]([C:14]1[CH:22]=[CH:21][CH:20]=[C:19]2[C:15]=1[C:16]1([C:36]3[C:27](=[CH:28][C:29]4[O:34][CH2:33][CH2:32][O:31][C:30]=4[CH:35]=3)[O:26][CH2:25]1)[C:17](=[O:24])[N:18]2[CH3:23])(=[O:13])[CH3:12].O. The catalyst is O1CCCC1. The product is [CH3:23][N:18]1[C:19]2[C:15](=[C:14]([C:11](=[O:13])[CH2:12][C:3]([O:7][CH2:8][CH3:9])=[O:10])[CH:22]=[CH:21][CH:20]=2)[C:16]2([C:36]3[C:27](=[CH:28][C:29]4[O:34][CH2:33][CH2:32][O:31][C:30]=4[CH:35]=3)[O:26][CH2:25]2)[C:17]1=[O:24]. The yield is 0.390. (4) The reactants are [O:1]1[CH:5]=[CH:4][CH:3]=[C:2]1[CH:6]=O.C([O-])(=O)C.[NH4+].[N+:13]([CH3:16])([O-:15])=[O:14]. No catalyst specified. The product is [N+:13]([CH:16]=[CH:6][C:2]1[O:1][CH:5]=[CH:4][CH:3]=1)([O-:15])=[O:14]. The yield is 0.530. (5) The catalyst is C1COCC1. The reactants are [CH3:1][O:2][C:3]1[CH:4]=[C:5]([NH:12][C:13]2[C:14]([NH:23][S:24]([C:27]3[CH:32]=[CH:31][CH:30]=[C:29]([N+:33]([O-])=O)[CH:28]=3)(=[O:26])=[O:25])=[N:15][C:16]3[C:21]([N:22]=2)=[CH:20][CH:19]=[CH:18][CH:17]=3)[CH:6]=[C:7]([N+:9]([O-])=O)[CH:8]=1.CCO.C(O)=O.C([O-])=O.[K+]. The yield is 0.930. The product is [NH2:33][C:29]1[CH:28]=[C:27]([S:24]([NH:23][C:14]2[C:13]([NH:12][C:5]3[CH:4]=[C:3]([O:2][CH3:1])[CH:8]=[C:7]([NH2:9])[CH:6]=3)=[N:22][C:21]3[C:16](=[CH:17][CH:18]=[CH:19][CH:20]=3)[N:15]=2)(=[O:26])=[O:25])[CH:32]=[CH:31][CH:30]=1. (6) The reactants are [Cl:1][C:2]1[C:3]([C:8](=[O:15])[CH2:9][C:10]([O:12][CH2:13][CH3:14])=[O:11])=[N:4][CH:5]=[CH:6][CH:7]=1.CO[CH:18](OC)[N:19]([CH3:21])[CH3:20]. The catalyst is C(OCC)(=O)C. The product is [CH2:13]([O:12][C:10](=[O:11])[C:9]([C:8]([C:3]1[C:2]([Cl:1])=[CH:7][CH:6]=[CH:5][N:4]=1)=[O:15])=[CH:18][N:19]([CH3:21])[CH3:20])[CH3:14]. The yield is 0.700.